From a dataset of Full USPTO retrosynthesis dataset with 1.9M reactions from patents (1976-2016). Predict the reactants needed to synthesize the given product. Given the product [Cl:21][C:10]1[C:9]([Cl:22])=[CH:18][C:13]([C:14]([O:16][CH3:17])=[O:15])=[CH:12][C:11]=1[O:19][CH3:20], predict the reactants needed to synthesize it. The reactants are: C(ON=O)CCC.N[C:9]1[C:10]([Cl:21])=[C:11]([O:19][CH3:20])[CH:12]=[C:13]([CH:18]=1)[C:14]([O:16][CH3:17])=[O:15].[ClH:22].C(=O)([O-])[O-].[Na+].[Na+].